This data is from NCI-60 drug combinations with 297,098 pairs across 59 cell lines. The task is: Regression. Given two drug SMILES strings and cell line genomic features, predict the synergy score measuring deviation from expected non-interaction effect. (1) Drug 1: CC1=C(C(=CC=C1)Cl)NC(=O)C2=CN=C(S2)NC3=CC(=NC(=N3)C)N4CCN(CC4)CCO. Drug 2: CC1C(C(CC(O1)OC2CC(CC3=C2C(=C4C(=C3O)C(=O)C5=CC=CC=C5C4=O)O)(C(=O)C)O)N)O. Cell line: SN12C. Synergy scores: CSS=54.0, Synergy_ZIP=4.19, Synergy_Bliss=4.70, Synergy_Loewe=8.00, Synergy_HSA=9.40. (2) Drug 1: CN(CC1=CN=C2C(=N1)C(=NC(=N2)N)N)C3=CC=C(C=C3)C(=O)NC(CCC(=O)O)C(=O)O. Drug 2: CC1=C(C(CCC1)(C)C)C=CC(=CC=CC(=CC(=O)O)C)C. Cell line: MALME-3M. Synergy scores: CSS=13.4, Synergy_ZIP=-7.95, Synergy_Bliss=-7.82, Synergy_Loewe=-2.59, Synergy_HSA=-2.11.